Dataset: Catalyst prediction with 721,799 reactions and 888 catalyst types from USPTO. Task: Predict which catalyst facilitates the given reaction. (1) Reactant: CN(C(ON1N=NC2C=CC=CC1=2)=[N+](C)C)C.[B-](F)(F)(F)F.Cl.[CH2:24]([C:31]([OH:33])=O)[CH2:25][C:26]1[N:30]=[CH:29][NH:28][CH:27]=1.[NH2:34][C@H:35]([CH2:54][C:55]1[CH:60]=[CH:59][C:58]([O:61][CH3:62])=[CH:57][CH:56]=1)[C:36]([N:38]1[CH2:41][C:40]([CH2:49][CH2:50][CH2:51][CH2:52][CH3:53])([C:42]2[CH:47]=[CH:46][C:45]([F:48])=[CH:44][CH:43]=2)[CH2:39]1)=[O:37].[OH-].[Na+]. Product: [F:48][C:45]1[CH:46]=[CH:47][C:42]([C:40]2([CH2:49][CH2:50][CH2:51][CH2:52][CH3:53])[CH2:39][N:38]([C:36](=[O:37])[C@H:35]([NH:34][C:31](=[O:33])[CH2:24][CH2:25][C:26]3[N:30]=[CH:29][NH:28][CH:27]=3)[CH2:54][C:55]3[CH:60]=[CH:59][C:58]([O:61][CH3:62])=[CH:57][CH:56]=3)[CH2:41]2)=[CH:43][CH:44]=1. The catalyst class is: 289. (2) Reactant: Br[C:2]1[CH:3]=[C:4]2[C:11]3([N:15]=[C:14]([NH2:16])[C:13]([CH3:17])=[N:12]3)[CH2:10][CH2:9][O:8][C:5]2=[CH:6][CH:7]=1.[Cl:18][C:19]1[CH:20]=[C:21](B(O)O)[CH:22]=[N:23][CH:24]=1.C([O-])([O-])=O.[K+].[K+]. Product: [Cl:18][C:19]1[CH:20]=[C:21]([C:2]2[CH:3]=[C:4]3[C:11]4([N:15]=[C:14]([NH2:16])[C:13]([CH3:17])=[N:12]4)[CH2:10][CH2:9][O:8][C:5]3=[CH:6][CH:7]=2)[CH:22]=[N:23][CH:24]=1. The catalyst class is: 873.